Predict the reaction yield, written as a fraction of the theoretical maximum amount of product (1.0 means a 100% yield; for example, 0.34 means a 34% yield). From a dataset of Reaction yield outcomes from USPTO patents with 853,638 reactions. (1) The product is [F:18][C:3]1[C:4]([F:17])=[C:5]([N:8]2[CH2:13][CH2:12][N:11]([CH2:14][CH2:15][OH:42])[CH2:10][CH2:9]2)[CH:6]=[CH:7][C:2]=1[NH:1][C:20]1[N:29]=[CH:28][C:27]2[C:22](=[C:23]([C:30]3[CH:31]=[C:32]([NH:36][C:37](=[O:40])[CH:38]=[CH2:39])[CH:33]=[CH:34][CH:35]=3)[CH:24]=[CH:25][CH:26]=2)[N:21]=1. The catalyst is CCCCO. The reactants are [NH2:1][C:2]1[CH:7]=[CH:6][C:5]([N:8]2[CH2:13][CH2:12][N:11]([CH:14](O)[CH3:15])[CH2:10][CH2:9]2)=[C:4]([F:17])[C:3]=1[F:18].Cl[C:20]1[N:29]=[CH:28][C:27]2[C:22](=[C:23]([C:30]3[CH:31]=[C:32]([NH:36][C:37](=[O:40])[CH:38]=[CH2:39])[CH:33]=[CH:34][CH:35]=3)[CH:24]=[CH:25][CH:26]=2)[N:21]=1.C(O)(C(F)(F)F)=[O:42]. The yield is 0.0950. (2) The reactants are [C:1]([NH:5][S:6]([C:9]1[S:10][CH:11]=[CH:12][CH:13]=1)(=[O:8])=[O:7])([CH3:4])([CH3:3])[CH3:2].[Li]CCCC.I[CH2:20][CH:21]([CH3:23])[CH3:22]. The catalyst is C1COCC1. The product is [CH2:20]([C:11]1[S:10][C:9]([S:6]([NH:5][C:1]([CH3:4])([CH3:2])[CH3:3])(=[O:7])=[O:8])=[CH:13][CH:12]=1)[CH:21]([CH3:23])[CH3:22]. The yield is 0.550. (3) The reactants are [Cl:1][C:2]1[C:7]([OH:8])=[CH:6][CH:5]=[CH:4][N:3]=1.[I-:9].[Na+].CC1C=CC(S(NCl)(=O)=O)=CC=1.Cl. The catalyst is CN(C)C=O.CCCCCC.C(OCC)(=O)C.O. The product is [Cl:1][C:2]1[C:7]([OH:8])=[CH:6][CH:5]=[C:4]([I:9])[N:3]=1. The yield is 0.910. (4) The reactants are [Cl:1][C:2]1[C:7]2[O:8][CH2:9][C:10](=[O:12])[NH:11][C:6]=2[N:5]=[C:4](/[CH:13]=C/C2C=CC=CC=2)[N:3]=1.[O:21]1CCOCC1. The catalyst is O.O=[Os](=O)(=O)=O. The product is [Cl:1][C:2]1[N:3]=[C:4]([CH:13]=[O:21])[NH:5][C:6]2[C:7]=1[O:8][CH2:9][C:10](=[O:12])[N:11]=2. The yield is 0.840. (5) The reactants are Br[C:2]1[CH:20]=[CH:19][C:5]([CH2:6][CH:7]2[CH2:11][CH2:10][N:9]([CH:12]3[CH2:17][CH2:16][CH2:15][CH2:14][CH2:13]3)[C:8]2=[O:18])=[C:4]([Cl:21])[CH:3]=1.[C:22]([O:26][CH2:27][CH3:28])(=[O:25])[CH:23]=[CH2:24].C1(C)C=CC=CC=1P(C1C=CC=CC=1C)C1C=CC=CC=1C.C(N(CC)C(C)C)(C)C.Cl. The catalyst is CN(C)C=O.C([O-])(=O)C.[Pd+2].C([O-])(=O)C.C(OCC)(=O)C. The product is [Cl:21][C:4]1[CH:3]=[C:2](/[CH:24]=[CH:23]/[C:22]([O:26][CH2:27][CH3:28])=[O:25])[CH:20]=[CH:19][C:5]=1[CH2:6][CH:7]1[CH2:11][CH2:10][N:9]([CH:12]2[CH2:17][CH2:16][CH2:15][CH2:14][CH2:13]2)[C:8]1=[O:18]. The yield is 0.710. (6) The reactants are [CH3:1][O:2][C:3]1[CH:22]=[CH:21][C:6]([CH2:7][N:8]2[N:12]=[N:11][C:10]([C:13]3[CH:14]=[C:15]([CH2:19]O)[CH:16]=[CH:17][CH:18]=3)=[N:9]2)=[CH:5][CH:4]=1.P(Br)(Br)[Br:24]. The catalyst is ClCCl. The product is [Br:24][CH2:19][C:15]1[CH:14]=[C:13]([C:10]2[N:11]=[N:12][N:8]([CH2:7][C:6]3[CH:21]=[CH:22][C:3]([O:2][CH3:1])=[CH:4][CH:5]=3)[N:9]=2)[CH:18]=[CH:17][CH:16]=1. The yield is 0.920. (7) The reactants are [OH-].[Na+].[S:3]1[CH2:7][C:6](=[O:8])[NH:5][C:4]1=[O:9].[F:10][C:11]([F:25])([F:24])[C:12]1[CH:13]=[C:14]([CH:17]=[C:18]([C:20]([F:23])([F:22])[F:21])[CH:19]=1)[CH2:15]Br.C(O)C. The catalyst is O. The product is [F:10][C:11]([F:24])([F:25])[C:12]1[CH:13]=[C:14]([CH:17]=[C:18]([C:20]([F:23])([F:21])[F:22])[CH:19]=1)[CH2:15][N:5]1[C:6](=[O:8])[CH2:7][S:3][C:4]1=[O:9]. The yield is 0.725. (8) The reactants are [Cl:1][C:2]1[CH:7]=[CH:6][C:5]([C@H:8]2[C@H:13]([C:14]([OH:16])=O)[NH:12][C:11](=[O:17])[C:10]3[S:18][C:19]([C:21]4[CH:26]=[CH:25][N:24]=[C:23]([CH3:27])[CH:22]=4)=[CH:20][C:9]2=3)=[CH:4][CH:3]=1.[CH3:28][N:29](C(ON1N=NC2C=CC=NC1=2)=[N+](C)C)C.F[P-](F)(F)(F)(F)F.CN(C)C=O.CN.O1CCCC1.C(N(CC)C(C)C)(C)C. The catalyst is O. The product is [Cl:1][C:2]1[CH:3]=[CH:4][C:5]([C@H:8]2[C@H:13]([C:14]([NH:29][CH3:28])=[O:16])[NH:12][C:11](=[O:17])[C:10]3[S:18][C:19]([C:21]4[CH:26]=[CH:25][N:24]=[C:23]([CH3:27])[CH:22]=4)=[CH:20][C:9]2=3)=[CH:6][CH:7]=1. The yield is 0.0900. (9) The product is [CH3:1][O:2][C@H:3]([CH3:9])[C@H:4]([NH:5][C:11]([O:13][CH3:14])=[O:12])[C:6]([OH:8])=[O:7]. The reactants are [CH3:1][O:2][C@H:3]([CH3:9])[C@@H:4]([C:6]([OH:8])=[O:7])[NH2:5].Cl[C:11]([O:13][CH3:14])=[O:12]. The yield is 0.900. The catalyst is C(=O)(O)[O-]. (10) The reactants are [F:1][C:2]1[CH:7]=[C:6]([F:8])[CH:5]=[C:4]([NH:9][CH3:10])[C:3]=1[NH2:11].[Cl:12][CH2:13][C:14](O)=O. No catalyst specified. The product is [Cl:12][CH2:13][C:14]1[N:9]([CH3:10])[C:4]2[CH:5]=[C:6]([F:8])[CH:7]=[C:2]([F:1])[C:3]=2[N:11]=1. The yield is 0.220.